From a dataset of Catalyst prediction with 721,799 reactions and 888 catalyst types from USPTO. Predict which catalyst facilitates the given reaction. (1) Reactant: [CH3:1][O:2][C:3](=[O:15])[C:4]1[CH:9]=[C:8]([N+:10]([O-])=O)[CH:7]=[C:6]([C:13]#[N:14])[CH:5]=1.Cl[Sn]Cl. Product: [CH3:1][O:2][C:3](=[O:15])[C:4]1[CH:5]=[C:6]([C:13]#[N:14])[CH:7]=[C:8]([NH2:10])[CH:9]=1. The catalyst class is: 14. (2) Reactant: [C:1]([C:3]1[CH:4]=[C:5]([NH:9][C:10]2[C:19]3[C:14](=[CH:15][CH:16]=[C:17]([NH:20][C:21](=[O:29])[CH:22]=[C:23]4[CH2:28][CH2:27][NH:26][CH2:25][CH2:24]4)[CH:18]=3)[N:13]=[CH:12][N:11]=2)[CH:6]=[CH:7][CH:8]=1)#[CH:2].CI.[C:32](=O)([O-])[O-].[K+].[K+]. Product: [C:1]([C:3]1[CH:4]=[C:5]([NH:9][C:10]2[C:19]3[C:14](=[CH:15][CH:16]=[C:17]([NH:20][C:21](=[O:29])[CH:22]=[C:23]4[CH2:28][CH2:27][N:26]([CH3:32])[CH2:25][CH2:24]4)[CH:18]=3)[N:13]=[CH:12][N:11]=2)[CH:6]=[CH:7][CH:8]=1)#[CH:2]. The catalyst class is: 10. (3) Reactant: [CH:1]([C:3]1[CH:8]=[C:7]([C:9]([O:11][CH2:12][CH3:13])=[O:10])[CH:6]=[CH:5][N:4]=1)=O.[NH2:14][C@@H:15]1[CH2:19][CH2:18][N:17]([C:20]([O:22][C:23]([CH3:26])([CH3:25])[CH3:24])=[O:21])[CH2:16]1. Product: [C:23]([O:22][C:20]([N:17]1[CH2:18][CH2:19][C@@H:15]([NH:14][CH2:1][C:3]2[CH:8]=[C:7]([C:9]([O:11][CH2:12][CH3:13])=[O:10])[CH:6]=[CH:5][N:4]=2)[CH2:16]1)=[O:21])([CH3:26])([CH3:24])[CH3:25]. The catalyst class is: 100. (4) Reactant: C[O:2][C:3]1[C:11]2[N:10]=[N:9][N:8]([C:12]3[CH:17]=[CH:16][N:15]=[C:14]([S:18][CH3:19])[N:13]=3)[C:7]=2[CH:6]=[CH:5][CH:4]=1.C(Cl)Cl.B(Br)(Br)Br. Product: [CH3:19][S:18][C:14]1[N:13]=[C:12]([N:8]2[C:7]3[CH:6]=[CH:5][CH:4]=[C:3]([OH:2])[C:11]=3[N:10]=[N:9]2)[CH:17]=[CH:16][N:15]=1. The catalyst class is: 5. (5) Reactant: [C:1]([O:5][C:6]([N:8]1[CH2:13][CH2:12][CH:11]([C:14](=O)[CH2:15][C:16]([O:18]CC)=O)[CH2:10][CH2:9]1)=[O:7])([CH3:4])([CH3:3])[CH3:2].C[O-].[Na+].Cl.[CH:26]([NH2:28])=[NH:27]. Product: [OH:18][C:16]1[N:28]=[CH:26][N:27]=[C:14]([CH:11]2[CH2:12][CH2:13][N:8]([C:6]([O:5][C:1]([CH3:4])([CH3:3])[CH3:2])=[O:7])[CH2:9][CH2:10]2)[CH:15]=1. The catalyst class is: 5.